This data is from Full USPTO retrosynthesis dataset with 1.9M reactions from patents (1976-2016). The task is: Predict the reactants needed to synthesize the given product. (1) Given the product [NH2:5][CH2:9][CH:10]([NH:18][C:19]([C:21]1[N:22]([CH3:32])[C:23]([C:26]2[N:30]([CH3:31])[N:29]=[CH:28][CH:27]=2)=[CH:24][CH:25]=1)=[O:20])[CH2:11][C:12]1[CH:17]=[CH:16][CH:15]=[CH:14][CH:13]=1, predict the reactants needed to synthesize it. The reactants are: CC([N:5]([CH2:9][CH:10]([NH:18][C:19]([C:21]1[N:22]([CH3:32])[C:23]([C:26]2[N:30]([CH3:31])[N:29]=[CH:28][CH:27]=2)=[CH:24][CH:25]=1)=[O:20])[CH2:11][C:12]1[CH:17]=[CH:16][CH:15]=[CH:14][CH:13]=1)C(=O)[O-])(C)C.Cl. (2) Given the product [CH3:22][CH:18]1[CH2:17][CH2:16][C:15]2[C:10]3[C:9](=[O:21])[N:6]4[CH2:7][CH2:8][CH2:2][CH2:3][CH2:4][C:5]4=[N:12][C:11]=3[S:13][C:14]=2[C:19]1=[O:20], predict the reactants needed to synthesize it. The reactants are: C[CH:2]1[CH2:8][CH2:7][N:6]2[C:9](=[O:21])[C:10]3[C:15]4[CH2:16][CH2:17][CH2:18][C:19](=[O:20])[C:14]=4[S:13][C:11]=3[N:12]=[C:5]2[CH2:4][CH2:3]1.[CH3:22]C1CCC2C3C(=O)N4CCCCCC4=NC=3SC=2C1. (3) Given the product [CH:1]1([N:4]([CH:5]2[CH2:6][CH2:7][N:8]([C:11]3[O:15][N:14]=[C:13]([C:16]4[CH:21]=[CH:20][CH:19]=[CH:18][CH:17]=4)[N:12]=3)[CH2:9][CH2:10]2)[C:32](=[O:33])[C:31]2[CH:30]=[CH:29][C:28]([C:27]3[O:26][CH:25]=[N:24][C:23]=3[CH3:22])=[CH:36][CH:35]=2)[CH2:3][CH2:2]1, predict the reactants needed to synthesize it. The reactants are: [CH:1]1([NH:4][CH:5]2[CH2:10][CH2:9][N:8]([C:11]3[O:15][N:14]=[C:13]([C:16]4[CH:21]=[CH:20][CH:19]=[CH:18][CH:17]=4)[N:12]=3)[CH2:7][CH2:6]2)[CH2:3][CH2:2]1.[CH3:22][C:23]1[N:24]=[CH:25][O:26][C:27]=1[C:28]1[CH:36]=[CH:35][C:31]([C:32](O)=[O:33])=[CH:30][CH:29]=1.